This data is from Reaction yield outcomes from USPTO patents with 853,638 reactions. The task is: Predict the reaction yield, written as a fraction of the theoretical maximum amount of product (1.0 means a 100% yield; for example, 0.34 means a 34% yield). (1) The reactants are [Cl:1][C:2]1[CH:3]=[C:4]([C:12]2[N:16]=[C:15]([C:17]3[CH:22]=[CH:21][C:20]([NH:23][C@H:24]4[CH2:28][CH2:27][C@@H:26]([C:29]([OH:31])=[O:30])[CH2:25]4)=[CH:19][CH:18]=3)[O:14][N:13]=2)[CH:5]=[CH:6][C:7]=1[O:8][CH:9]([CH3:11])[CH3:10].C=O.[C:34](O[BH-](OC(=O)C)OC(=O)C)(=O)C.[Na+]. The catalyst is C(O)(=O)C. The product is [Cl:1][C:2]1[CH:3]=[C:4]([C:12]2[N:16]=[C:15]([C:17]3[CH:22]=[CH:21][C:20]([N:23]([CH3:34])[C@H:24]4[CH2:28][CH2:27][C@@H:26]([C:29]([OH:31])=[O:30])[CH2:25]4)=[CH:19][CH:18]=3)[O:14][N:13]=2)[CH:5]=[CH:6][C:7]=1[O:8][CH:9]([CH3:11])[CH3:10]. The yield is 0.210. (2) The product is [CH3:8][NH:7][C@H:6]([C:9]([NH:11][C@H:12]([C:17]([N:19]([C@@H:21]([CH:30]([CH3:32])[CH3:31])/[CH:22]=[C:23](\[CH3:29])/[C:24]([O:26][CH2:27][CH3:28])=[O:25])[CH3:20])=[O:18])[C:13]([CH3:16])([CH3:15])[CH3:14])=[O:10])[C:5]([CH3:34])([CH3:33])[C:4]1[CH:35]=[CH:36][CH:37]=[C:2]([CH:38]=[CH2:39])[CH:3]=1. The catalyst is C(#N)C. The yield is 0.640. The reactants are Br[C:2]1[CH:3]=[C:4]([CH:35]=[CH:36][CH:37]=1)[C:5]([CH3:34])([CH3:33])[C@@H:6]([C:9]([NH:11][C@H:12]([C:17]([N:19]([C@@H:21]([CH:30]([CH3:32])[CH3:31])/[CH:22]=[C:23](\[CH3:29])/[C:24]([O:26][CH2:27][CH3:28])=[O:25])[CH3:20])=[O:18])[C:13]([CH3:16])([CH3:15])[CH3:14])=[O:10])[NH:7][CH3:8].[CH2:38]([Sn](CCCC)(CCCC)C=C)[CH2:39]CC. (3) The reactants are [Cl:1][C:2]1[CH:3]=[C:4]([CH:27]=[CH:28][C:29]=1[O:30][CH2:31][C:32]1[CH:37]=[CH:36][CH:35]=[C:34]([F:38])[CH:33]=1)[NH:5][C:6]1[C:15]2[C:10](=[CH:11][C:12]([O:22][CH2:23][CH2:24][CH2:25]Cl)=[CH:13][C:14]=2[O:16][CH:17]2[CH2:21][CH2:20][CH2:19][CH2:18]2)[N:9]=[CH:8][N:7]=1.[CH3:39][N:40]1[CH2:45][CH2:44][NH:43][CH2:42][CH2:41]1. The catalyst is CN1C(=O)CCC1. The product is [ClH:1].[Cl:1][C:2]1[CH:3]=[C:4]([CH:27]=[CH:28][C:29]=1[O:30][CH2:31][C:32]1[CH:37]=[CH:36][CH:35]=[C:34]([F:38])[CH:33]=1)[NH:5][C:6]1[C:15]2[C:10](=[CH:11][C:12]([O:22][CH2:23][CH2:24][CH2:25][N:43]3[CH2:44][CH2:45][N:40]([CH3:39])[CH2:41][CH2:42]3)=[CH:13][C:14]=2[O:16][CH:17]2[CH2:21][CH2:20][CH2:19][CH2:18]2)[N:9]=[CH:8][N:7]=1. The yield is 0.180. (4) The reactants are [CH3:1][C:2]1[CH:7]=[CH:6][C:5]([B:8]([OH:10])[OH:9])=[CH:4][C:3]=1[N+:11]([O-])=O. The catalyst is CO.[Pd]. The product is [NH2:11][C:3]1[CH:4]=[C:5]([B:8]([OH:10])[OH:9])[CH:6]=[CH:7][C:2]=1[CH3:1]. The yield is 0.910. (5) The reactants are [S:1]([N:11]1[C:15]2=[N:16][CH:17]=[C:18]([CH2:20][NH:21][C:22]([CH:24]3[CH2:29][CH2:28][CH2:27][CH2:26][CH2:25]3)=O)[N:19]=[C:14]2[CH:13]=[CH:12]1)([C:4]1[CH:10]=[CH:9][C:7]([CH3:8])=[CH:6][CH:5]=1)(=[O:3])=[O:2].O(C1C=CC(P2(=S)SP(=S)(C3C=CC(OC4C=CC=CC=4)=CC=3)S2)=CC=1)C1C=CC=CC=1. The catalyst is C1COCC1.CCOC(C)=O.C([O-])(=O)C.[Hg+2].C([O-])(=O)C. The product is [CH:24]1([C:22]2[N:19]3[C:14]4[CH:13]=[CH:12][N:11]([S:1]([C:4]5[CH:10]=[CH:9][C:7]([CH3:8])=[CH:6][CH:5]=5)(=[O:3])=[O:2])[C:15]=4[N:16]=[CH:17][C:18]3=[CH:20][N:21]=2)[CH2:29][CH2:28][CH2:27][CH2:26][CH2:25]1. The yield is 0.250.